This data is from Catalyst prediction with 721,799 reactions and 888 catalyst types from USPTO. The task is: Predict which catalyst facilitates the given reaction. (1) The catalyst class is: 136. Reactant: [Cl:1][C:2]1[CH:7]=[CH:6][C:5]([C:8]2[S:9][C:10]([C:17](=[O:26])[C:18]3[CH:23]=[CH:22][C:21]([O:24][CH3:25])=[CH:20][CH:19]=3)=[CH:11][C:12]=2[CH2:13][C:14](O)=[O:15])=[CH:4][CH:3]=1.C1CN([P+](ON2N=NC3C=CC=CC2=3)(N2CCCC2)N2CCCC2)CC1.F[P-](F)(F)(F)(F)F.[C:60]([NH:67][C:68]([NH2:70])=[NH:69])([O:62][C:63]([CH3:66])([CH3:65])[CH3:64])=[O:61].C(N(CC)CC)C.C(OC(C)C)(C)C. Product: [C:63]([O:62][C:60]([NH:67][C:68]([NH:70][C:14](=[O:15])[CH2:13][C:12]1[CH:11]=[C:10]([C:17](=[O:26])[C:18]2[CH:19]=[CH:20][C:21]([O:24][CH3:25])=[CH:22][CH:23]=2)[S:9][C:8]=1[C:5]1[CH:4]=[CH:3][C:2]([Cl:1])=[CH:7][CH:6]=1)=[NH:69])=[O:61])([CH3:65])([CH3:66])[CH3:64]. (2) Reactant: [F:1][C:2]1[CH:7]=[C:6]([F:8])[CH:5]=[CH:4][C:3]=1[C:9]1[CH:14]=[CH:13][C:12]([S:15]([NH:18][C:19]2[CH:24]=[CH:23][CH:22]=[C:21]([CH:25]3[CH2:27][O:26]3)[CH:20]=2)(=[O:17])=[O:16])=[CH:11][CH:10]=1.[NH:28]1[CH2:33][CH2:32][O:31][CH2:30][CH2:29]1. Product: [F:1][C:2]1[CH:7]=[C:6]([F:8])[CH:5]=[CH:4][C:3]=1[C:9]1[CH:14]=[CH:13][C:12]([S:15]([NH:18][C:19]2[CH:24]=[CH:23][CH:22]=[C:21]([CH:25]([N:28]3[CH2:33][CH2:32][O:31][CH2:30][CH2:29]3)[CH2:27][OH:26])[CH:20]=2)(=[O:17])=[O:16])=[CH:11][CH:10]=1. The catalyst class is: 5. (3) Reactant: C([Li])CCC.C(NC(C)C)(C)C.[Cl:13][C:14]1[N:19]=[C:18]([Cl:20])[CH:17]=[CH:16][N:15]=1.[N:21]1[CH:26]=[CH:25][CH:24]=[CH:23][C:22]=1[CH:27]=[O:28].C(O)(=O)CC(CC(O)=O)(C(O)=O)O. Product: [Cl:13][C:14]1[N:19]=[C:18]([Cl:20])[C:17]([CH:27]([OH:28])[C:22]2[CH:23]=[CH:24][CH:25]=[CH:26][N:21]=2)=[CH:16][N:15]=1. The catalyst class is: 392. (4) Reactant: [CH:1]1([N:4]([CH2:6][C:7]2[CH:12]=[CH:11][CH:10]=[C:9](I)[CH:8]=2)[CH3:5])[CH2:3][CH2:2]1.C(N(CC)CC)C.[CH3:21][Si:22]([C:25]#[CH:26])([CH3:24])[CH3:23]. Product: [CH:1]1([N:4]([CH3:5])[CH2:6][C:7]2[CH:12]=[CH:11][CH:10]=[C:9]([C:26]#[C:25][Si:22]([CH3:24])([CH3:23])[CH3:21])[CH:8]=2)[CH2:3][CH2:2]1. The catalyst class is: 730. (5) Reactant: [F:1][C:2]1[CH:7]=[CH:6][C:5]([C:8]2[C:16]3[C:11](=[CH:12][CH:13]=[CH:14][CH:15]=3)[N:10]([CH:17]([CH3:19])[CH3:18])[CH:9]=2)=[CH:4][CH:3]=1.CO/[CH:22]=[CH:23]/[C:24]([O:26][CH3:27])=[O:25].O.P(Cl)(Cl)(Cl)=O. Product: [F:1][C:2]1[CH:7]=[CH:6][C:5]([C:8]2[C:16]3[C:11](=[CH:12][CH:13]=[CH:14][CH:15]=3)[N:10]([CH:17]([CH3:19])[CH3:18])[C:9]=2/[CH:22]=[CH:23]/[C:24]([O:26][CH3:27])=[O:25])=[CH:4][CH:3]=1. The catalyst class is: 10.